Dataset: Aqueous solubility values for 9,982 compounds from the AqSolDB database. Task: Regression/Classification. Given a drug SMILES string, predict its absorption, distribution, metabolism, or excretion properties. Task type varies by dataset: regression for continuous measurements (e.g., permeability, clearance, half-life) or binary classification for categorical outcomes (e.g., BBB penetration, CYP inhibition). For this dataset (solubility_aqsoldb), we predict Y. (1) The drug is CN(/C(N)=N/[N+](=O)[O-])[N+](=O)[O-]. The Y is -0.610 log mol/L. (2) The molecule is CCC(C)CCCC(C)CCCC(C)C. The Y is -6.62 log mol/L. (3) The molecule is CCCCC(CC)COP(=S)([S-])OCC(CC)CCCC.CCCCC(CC)COP(=S)([S-])OCC(CC)CCCC.[Zn+2]. The Y is -4.93 log mol/L. (4) The compound is Nc1ccccc1C(F)(F)F. The Y is -1.68 log mol/L. (5) The compound is CC(CCC(=O)O)=NNC(=O)c1nccs1. The Y is -1.73 log mol/L.